Predict the reaction yield, written as a fraction of the theoretical maximum amount of product (1.0 means a 100% yield; for example, 0.34 means a 34% yield). From a dataset of Reaction yield outcomes from USPTO patents with 853,638 reactions. (1) The reactants are [Cl:1][C:2]1[C:11]2[C:6](=[CH:7][C:8]([O:16][CH3:17])=[C:9]([O:12][C:13](=[O:15])[CH3:14])[CH:10]=2)[N:5]=[CH:4][N:3]=1.[CH3:18][C:19]([C:21]1[CH:26]=[CH:25][CH:24]=[C:23]([NH2:27])[CH:22]=1)=[O:20]. The catalyst is C(O)(C)C. The product is [ClH:1].[C:19]([C:21]1[CH:22]=[C:23]([NH:27][C:2]2[C:11]3[C:6](=[CH:7][C:8]([O:16][CH3:17])=[C:9]([O:12][C:13](=[O:15])[CH3:14])[CH:10]=3)[N:5]=[CH:4][N:3]=2)[CH:24]=[CH:25][CH:26]=1)(=[O:20])[CH3:18]. The yield is 0.830. (2) The reactants are C[O:2][C:3]([C:5]1[S:6][C:7]([C:27]2[CH2:32][CH2:31][CH:30]([O:33][C:34]3[CH:39]=[CH:38][CH:37]=[CH:36][CH:35]=3)[CH2:29][CH:28]=2)=[CH:8][C:9]=1[N:10]([C@H:20]1[CH2:25][CH2:24][C@H:23]([OH:26])[CH2:22][CH2:21]1)[C:11]([C@H:13]1[CH2:18][CH2:17][C@H:16]([CH3:19])[CH2:15][CH2:14]1)=[O:12])=[O:4].[Li+].[OH-].O. The catalyst is C1COCC1.O.CO. The product is [OH:26][C@H:23]1[CH2:24][CH2:25][C@H:20]([N:10]([C:11]([C@H:13]2[CH2:14][CH2:15][C@H:16]([CH3:19])[CH2:17][CH2:18]2)=[O:12])[C:9]2[CH:8]=[C:7]([C:27]3[CH2:32][CH2:31][CH:30]([O:33][C:34]4[CH:39]=[CH:38][CH:37]=[CH:36][CH:35]=4)[CH2:29][CH:28]=3)[S:6][C:5]=2[C:3]([OH:4])=[O:2])[CH2:21][CH2:22]1. The yield is 0.100. (3) The yield is 0.990. The catalyst is CCO. The reactants are C([N:8](CC1C=CC=CC=1)[CH:9]1[CH2:13][CH:12]([C:14]([O:16][CH2:17][CH3:18])=[O:15])[CH:11]([CH2:19][CH3:20])[CH2:10]1)C1C=CC=CC=1. The product is [NH2:8][CH:9]1[CH2:13][CH:12]([C:14]([O:16][CH2:17][CH3:18])=[O:15])[CH:11]([CH2:19][CH3:20])[CH2:10]1. (4) The catalyst is C1COCC1. The yield is 0.270. The reactants are [OH-].[Na+].[F:3][C:4]1[CH:9]=[CH:8][CH:7]=[C:6]([F:10])[C:5]=1[S:11](Cl)(=[O:13])=[O:12].[F:15][C:16]1[CH:24]=[C:23]2[C:19]([C:20]([CH:25]3[CH2:30][CH2:29][N:28]([CH3:31])[CH2:27][CH2:26]3)=[CH:21][NH:22]2)=[CH:18][C:17]=1[OH:32]. The product is [F:15][C:16]1[CH:24]=[C:23]2[C:19]([C:20]([CH:25]3[CH2:26][CH2:27][N:28]([CH3:31])[CH2:29][CH2:30]3)=[CH:21][NH:22]2)=[CH:18][C:17]=1[O:32][S:11]([C:5]1[C:6]([F:10])=[CH:7][CH:8]=[CH:9][C:4]=1[F:3])(=[O:13])=[O:12]. (5) The reactants are C(OC(=O)[NH:7][CH:8]1[CH2:16][C:15]2[N:14]=[CH:13][CH:12]=[CH:11][C:10]=2[CH2:9]1)(C)(C)C. The catalyst is Cl. The product is [N:14]1[C:15]2[CH2:16][CH:8]([NH2:7])[CH2:9][C:10]=2[CH:11]=[CH:12][CH:13]=1. The yield is 1.00. (6) The reactants are C1(O[C:8](=[NH:12])[NH:9][C:10]#[N:11])C=CC=CC=1.[NH2:13][CH2:14][C:15]#[C:16][C:17]1[CH:18]=[C:19]2[C:24](=[CH:25][CH:26]=1)[N:23]=[CH:22][N:21]=[C:20]2[NH:27][C:28]1[CH:33]=[CH:32][C:31]([O:34][C:35]2[CH:36]=[N:37][C:38]([CH3:41])=[CH:39][CH:40]=2)=[C:30]([CH3:42])[CH:29]=1. The catalyst is C(O)(C)C. The product is [C:8]([NH:9][C:10]([NH:13][CH2:14][C:15]#[C:16][C:17]1[CH:18]=[C:19]2[C:24](=[CH:25][CH:26]=1)[N:23]=[CH:22][N:21]=[C:20]2[NH:27][C:28]1[CH:33]=[CH:32][C:31]([O:34][C:35]2[CH:36]=[N:37][C:38]([CH3:41])=[CH:39][CH:40]=2)=[C:30]([CH3:42])[CH:29]=1)=[NH:11])#[N:12]. The yield is 0.510. (7) The reactants are [C:1]([O:5][C:6]([N:8]1[C:16]2[CH:15]=[CH:14][N:13]=[CH:12][C:11]=2[CH2:10][CH2:9]1)=[O:7])([CH3:4])([CH3:3])[CH3:2].[CH2:17](Br)[C:18]1[CH:23]=[CH:22][CH:21]=[CH:20][CH:19]=1.[BH4-].[Na+]. The catalyst is C(#N)C. The product is [C:1]([O:5][C:6]([N:8]1[CH:16]2[CH:11]([CH2:12][N:13]([CH2:17][C:18]3[CH:23]=[CH:22][CH:21]=[CH:20][CH:19]=3)[CH2:14][CH2:15]2)[CH2:10][CH2:9]1)=[O:7])([CH3:4])([CH3:2])[CH3:3]. The yield is 0.590.